From a dataset of Catalyst prediction with 721,799 reactions and 888 catalyst types from USPTO. Predict which catalyst facilitates the given reaction. (1) Reactant: [O:1]1[CH2:5][CH2:4][O:3][CH:2]1[C:6]1[CH:11]=[CH:10][C:9]([C:12](=O)[CH2:13][C:14]2[CH:19]=[CH:18][CH:17]=[CH:16][CH:15]=2)=[CH:8][CH:7]=1.Cl[C:22]1[C:27]([CH:28]=O)=[C:26]([NH:30]C(=O)OC(C)(C)C)[CH:25]=[CH:24][N:23]=1.[CH3:38][O-:39].[Na+].CO. Product: [O:1]1[CH2:5][CH2:4][O:3][CH:2]1[C:6]1[CH:11]=[CH:10][C:9]([C:12]2[C:13]([C:14]3[CH:19]=[CH:18][CH:17]=[CH:16][CH:15]=3)=[CH:28][C:27]3[C:26](=[CH:25][CH:24]=[N:23][C:22]=3[O:39][CH3:38])[N:30]=2)=[CH:8][CH:7]=1. The catalyst class is: 5. (2) The catalyst class is: 217. Product: [Cl:1][C:2]1[CH:7]=[CH:6][C:5]([N:8]2[CH2:12][CH2:11][S:10]/[C:9]/2=[N:13]\[C:15]([N:17]2[CH:21]=[CH:20][N:19]=[CH:18]2)=[O:16])=[CH:4][CH:3]=1. Reactant: [Cl:1][C:2]1[CH:7]=[CH:6][C:5]([N:8]2[CH2:12][CH2:11][S:10]/[C:9]/2=[N:13]\[H])=[CH:4][CH:3]=1.[C:15](N1C=CN=C1)([N:17]1[CH:21]=[CH:20][N:19]=[CH:18]1)=[O:16]. (3) Reactant: [OH:1][C:2]1[CH:3]=[CH:4][C:5]([CH3:13])=[C:6]([CH:12]=1)[C:7]([O:9][CH2:10][CH3:11])=[O:8].[OH-].[K+].[Cl:16][C:17]([F:21])=[C:18]([F:20])[F:19]. Product: [Cl:16][CH:17]([F:21])[C:18]([F:20])([F:19])[O:1][C:2]1[CH:3]=[CH:4][C:5]([CH3:13])=[C:6]([CH:12]=1)[C:7]([O:9][CH2:10][CH3:11])=[O:8]. The catalyst class is: 21. (4) Reactant: [CH:1]1([N:5]2[CH2:10][CH2:9][CH:8]([O:11][C:12]3[CH:17]=[CH:16][C:15]([N:18]4[CH:22]=[N:21][C:20]([C:23]([NH2:25])=O)=[N:19]4)=[CH:14][CH:13]=3)[CH2:7][CH2:6]2)[CH2:4][CH2:3][CH2:2]1.S(Cl)(Cl)=O.C(=O)([O-])O.[Na+]. Product: [CH:1]1([N:5]2[CH2:10][CH2:9][CH:8]([O:11][C:12]3[CH:13]=[CH:14][C:15]([N:18]4[CH:22]=[N:21][C:20]([C:23]#[N:25])=[N:19]4)=[CH:16][CH:17]=3)[CH2:7][CH2:6]2)[CH2:2][CH2:3][CH2:4]1. The catalyst class is: 9. (5) Reactant: [C:1]([C:3]1[CH:18]=[CH:17][C:6]([O:7][CH2:8][CH2:9][N:10]([CH2:14][CH2:15][OH:16])[C:11]([NH2:13])=[O:12])=[CH:5][CH:4]=1)#[N:2].C([Li])CCC.[C:24]1([CH3:34])[CH:29]=[CH:28][C:27]([S:30](Cl)(=[O:32])=[O:31])=[CH:26][CH:25]=1. Product: [C:1]([C:3]1[CH:4]=[CH:5][C:6]([O:7][CH2:8][CH2:9][N:10]([CH2:14][CH2:15][O:16][S:30]([C:27]2[CH:28]=[CH:29][C:24]([CH3:34])=[CH:25][CH:26]=2)(=[O:32])=[O:31])[C:11]([NH2:13])=[O:12])=[CH:17][CH:18]=1)#[N:2]. The catalyst class is: 1. (6) Reactant: Cl.[CH3:2][O:3][C:4]1[CH:5]=[C:6]([C:12]2[C@@H:21]3[C@@H:16]([CH2:17][CH2:18][CH2:19][CH2:20]3)[C:15](=[O:22])[N:14]([CH:23]3[CH2:28][CH2:27][NH:26][CH2:25][CH2:24]3)[N:13]=2)[CH:7]=[CH:8][C:9]=1[O:10][CH3:11].[C:29]([O:33][C:34]([NH:36][C@H:37]([C:45](O)=[O:46])[CH2:38][C:39]1[CH:44]=[CH:43][N:42]=[CH:41][CH:40]=1)=[O:35])([CH3:32])([CH3:31])[CH3:30].CN(C(ON1N=NC2C=CC=CC1=2)=[N+](C)C)C.F[P-](F)(F)(F)(F)F.CCN(C(C)C)C(C)C. Product: [CH3:2][O:3][C:4]1[CH:5]=[C:6]([C:12]2[C@@H:21]3[C@@H:16]([CH2:17][CH2:18][CH2:19][CH2:20]3)[C:15](=[O:22])[N:14]([CH:23]3[CH2:24][CH2:25][N:26]([C:45](=[O:46])[C@@H:37]([NH:36][C:34](=[O:35])[O:33][C:29]([CH3:30])([CH3:31])[CH3:32])[CH2:38][C:39]4[CH:44]=[CH:43][N:42]=[CH:41][CH:40]=4)[CH2:27][CH2:28]3)[N:13]=2)[CH:7]=[CH:8][C:9]=1[O:10][CH3:11]. The catalyst class is: 2.